Dataset: Full USPTO retrosynthesis dataset with 1.9M reactions from patents (1976-2016). Task: Predict the reactants needed to synthesize the given product. (1) Given the product [CH:1]1([N:4]([CH3:12])[CH2:5][C@H:7]2[CH2:11][CH2:10][CH2:9][NH:8]2)[CH2:3][CH2:2]1, predict the reactants needed to synthesize it. The reactants are: [CH:1]1([N:4]([CH3:12])[C:5]([C@H:7]2[CH2:11][CH2:10][CH2:9][NH:8]2)=O)[CH2:3][CH2:2]1.B.Cl. (2) The reactants are: [Cl:1][C:2]1[C:3]([O:12][C:13]2[CH:18]=[C:17]([O:19][CH2:20][CH2:21][O:22][CH3:23])[CH:16]=[CH:15][C:14]=2[CH2:24][CH2:25][CH2:26][OH:27])=[N:4][CH:5]=[C:6]([C:8]([F:11])([F:10])[F:9])[CH:7]=1.Cl[S:29]([N:32]=[C:33]=[O:34])(=[O:31])=[O:30].[C:35]1([CH2:41][CH2:42][NH2:43])[CH:40]=[CH:39][CH:38]=[CH:37][CH:36]=1.Cl. Given the product [C:35]1([CH2:41][CH2:42][NH:43][S:29]([NH:32][C:33](=[O:34])[O:27][CH2:26][CH2:25][CH2:24][C:14]2[CH:15]=[CH:16][C:17]([O:19][CH2:20][CH2:21][O:22][CH3:23])=[CH:18][C:13]=2[O:12][C:3]2[C:2]([Cl:1])=[CH:7][C:6]([C:8]([F:9])([F:11])[F:10])=[CH:5][N:4]=2)(=[O:31])=[O:30])[CH:40]=[CH:39][CH:38]=[CH:37][CH:36]=1, predict the reactants needed to synthesize it.